From a dataset of Retrosynthesis with 50K atom-mapped reactions and 10 reaction types from USPTO. Predict the reactants needed to synthesize the given product. (1) Given the product Cc1cc(CNC(=O)c2ccccc2Nc2ccc3c(C=Nn4cccc4)nn(COCC[Si](C)(C)C)c3c2)n(C)n1, predict the reactants needed to synthesize it. The reactants are: C[Si](C)(C)CCOCn1nc(C=Nn2cccc2)c2ccc(Nc3ccccc3C(=O)O)cc21.Cc1cc(CN)n(C)n1. (2) Given the product Cc1cc(Nc2cc3cc(C(=O)N4CCN(C)CC4)ccc3c(OC(C)C)n2)n[nH]1, predict the reactants needed to synthesize it. The reactants are: CN1CCNCC1.Cc1cc(Nc2cc3cc(C(=O)O)ccc3c(OC(C)C)n2)n[nH]1. (3) Given the product COc1cc2nc(Nc3ccc(OCc4ccccc4)cc3)nc(N)c2cc1OC, predict the reactants needed to synthesize it. The reactants are: COc1cc2nc(Cl)nc(N)c2cc1OC.Nc1ccc(OCc2ccccc2)cc1. (4) Given the product CC(C)CN1CCCC[C@H]1C(=O)N1CCN(C(c2ccc(F)cc2)c2ccc(F)cc2)CC1, predict the reactants needed to synthesize it. The reactants are: CC(C)CBr.O=C(C1CCCCN1)N1CCN(C(c2ccc(F)cc2)c2ccc(F)cc2)CC1. (5) Given the product Cc1ccc(-c2ccccc2OCc2ccc(Cl)c(Cl)c2)n1-c1cccc(C(=O)O)c1, predict the reactants needed to synthesize it. The reactants are: CCOC(=O)c1cccc(-n2c(C)ccc2-c2ccccc2OCc2ccc(Cl)c(Cl)c2)c1. (6) Given the product O=C(Nc1cnc(OCC(F)(F)F)c(-c2ccc(Cl)cc2)c1)C1CCCO1, predict the reactants needed to synthesize it. The reactants are: Nc1cnc(OCC(F)(F)F)c(-c2ccc(Cl)cc2)c1.O=C(O)C1CCCO1. (7) Given the product N#Cc1cccc(OCn2ccc3ccc(N)cc32)c1, predict the reactants needed to synthesize it. The reactants are: N#Cc1cccc(OCn2ccc3ccc([N+](=O)[O-])cc32)c1. (8) Given the product CCOC(=O)C1CC2CC(=O)CC2C1, predict the reactants needed to synthesize it. The reactants are: CCOC(=O)C1(C(=O)OC(C)(C)C)CC2CC(=O)CC2C1.